From a dataset of Reaction yield outcomes from USPTO patents with 853,638 reactions. Predict the reaction yield, written as a fraction of the theoretical maximum amount of product (1.0 means a 100% yield; for example, 0.34 means a 34% yield). (1) The reactants are [CH3:1][O:2][C:3]1[CH:4]=[C:5]2[C:10](=[CH:11][CH:12]=1)[CH:9]=[C:8](B(O)O)[CH:7]=[CH:6]2.Br[C:17]1[CH:18]=[N:19][CH:20]=[C:21]([F:26])[C:22]=1[CH:23]([OH:25])[CH3:24].C(=O)([O-])[O-].[Na+].[Na+].C(Cl)Cl. The catalyst is CN(C=O)C.C1C=CC(P(C2C=CC=CC=2)[C-]2C=CC=C2)=CC=1.C1C=CC(P(C2C=CC=CC=2)[C-]2C=CC=C2)=CC=1.Cl[Pd]Cl.[Fe+2]. The product is [F:26][C:21]1[CH:20]=[N:19][CH:18]=[C:17]([C:8]2[CH:7]=[CH:6][C:5]3[C:10](=[CH:11][CH:12]=[C:3]([O:2][CH3:1])[CH:4]=3)[CH:9]=2)[C:22]=1[CH:23]([OH:25])[CH3:24]. The yield is 0.510. (2) The reactants are [CH3:1][CH2:2][CH2:3][CH2:4][CH2:5][CH2:6][CH2:7][CH2:8][CH2:9][CH2:10][CH2:11][CH2:12][CH2:13][N+:14]([CH2:17][C:18]1[CH:19]=[CH:20][CH:21]=[CH:22][CH:23]=1)([CH3:16])[CH3:15].[Cl-].[CH3:25][C:26]([N-:28][S:29]([C:32]1[CH:33]=[CH:34][C:35]([NH2:38])=[CH:36][CH:37]=1)(=[O:31])=[O:30])=[O:27].[Na+].C(Cl)(Cl)Cl.CS(C)=O. The catalyst is O. The product is [CH3:1][CH2:2][CH2:3][CH2:4][CH2:5][CH2:6][CH2:7][CH2:8][CH2:9][CH2:10][CH2:11][CH2:12][CH2:13][N+:14]([CH2:17][C:18]1[CH:19]=[CH:20][CH:21]=[CH:22][CH:23]=1)([CH3:16])[CH3:15].[CH3:25][C:26]([NH:28][S:29]([C:32]1[CH:37]=[CH:36][C:35]([NH2:38])=[CH:34][CH:33]=1)(=[O:31])=[O:30])=[O:27]. The yield is 0.770. (3) The yield is 1.00. The product is [CH3:17][O:16][C:3]1[CH:4]=[C:5]([CH2:8][C:9]([O:11][C:12]([CH3:14])([CH3:13])[CH3:15])=[O:10])[CH:6]=[CH:7][C:2]=1[NH:1][C:25]([NH:24][C:18]1[CH:23]=[CH:22][CH:21]=[CH:20][CH:19]=1)=[O:26]. The catalyst is C(Cl)Cl. The reactants are [NH2:1][C:2]1[CH:7]=[CH:6][C:5]([CH2:8][C:9]([O:11][C:12]([CH3:15])([CH3:14])[CH3:13])=[O:10])=[CH:4][C:3]=1[O:16][CH3:17].[C:18]1([N:24]=[C:25]=[O:26])[CH:23]=[CH:22][CH:21]=[CH:20][CH:19]=1. (4) The reactants are [C:1]1(=[O:8])[CH2:6][CH2:5][CH2:4][C:3](=O)[CH2:2]1.[Cl:9][C:10]1[C:19]([CH:20]=O)=[CH:18][C:17]2[C:12](=[CH:13][CH:14]=[C:15]([O:22][CH3:23])[CH:16]=2)[N:11]=1.[C:24]([O:30][CH2:31][CH3:32])(=[O:29])[CH2:25][C:26]([CH3:28])=O.C([O-])(=O)C.[NH4+:37]. The catalyst is C(O)C. The product is [Cl:9][C:10]1[C:19]([CH:20]2[C:2]3[C:1](=[O:8])[CH2:6][CH2:5][CH2:4][C:3]=3[NH:37][C:26]([CH3:28])=[C:25]2[C:24]([O:30][CH2:31][CH3:32])=[O:29])=[CH:18][C:17]2[C:12](=[CH:13][CH:14]=[C:15]([O:22][CH3:23])[CH:16]=2)[N:11]=1. The yield is 0.640. (5) The reactants are [N:1]1[CH:6]=[CH:5][CH:4]=[CH:3][C:2]=1[C:7]1[N:11]=[C:10]([C:12]2[CH:17]=[C:16]([OH:18])[CH:15]=[C:14]([C:19]#[N:20])[CH:13]=2)[O:9][N:8]=1.C(=O)([O-])[O-].[K+].[K+].[C:27]([O:31][C:32](=[O:35])[CH2:33]Br)([CH3:30])([CH3:29])[CH3:28]. The catalyst is CN(C)C=O.ClCCl. The product is [N:1]1[CH:6]=[CH:5][CH:4]=[CH:3][C:2]=1[C:7]1[N:11]=[C:10]([C:12]2[CH:17]=[C:16]([O:18][CH2:33][C:32]([O:31][C:27]([CH3:30])([CH3:29])[CH3:28])=[O:35])[CH:15]=[C:14]([C:19]#[N:20])[CH:13]=2)[O:9][N:8]=1. The yield is 0.620. (6) The reactants are [CH3:1][C:2]1[CH:3]=[CH:4][C:5]([N:9]2[N:32]=[C:31]([CH3:33])/[C:12](=[N:13]/[NH:14][C:15]3[CH:16]=[CH:17][CH:18]=[C:19]([C:22]4[CH:23]=[CH:24][CH:25]=[C:26]([C:28]([OH:30])=[O:29])[CH:27]=4)[C:20]=3[OH:21])/[C:10]2=[O:11])=[CH:6][C:7]=1[CH3:8].O.[CH2:35]([CH2:37][NH2:38])[OH:36]. The catalyst is C1COCC1. The product is [CH3:1][C:2]1[CH:3]=[CH:4][C:5]([N:9]2[N:32]=[C:31]([CH3:33])/[C:12](=[N:13]/[NH:14][C:15]3[CH:16]=[CH:17][CH:18]=[C:19]([C:22]4[CH:23]=[CH:24][CH:25]=[C:26]([C:28]([OH:30])=[O:29])[CH:27]=4)[C:20]=3[OH:21])/[C:10]2=[O:11])=[CH:6][C:7]=1[CH3:8].[CH2:35]([CH2:37][NH2:38])[OH:36]. The yield is 0.960. (7) The reactants are [CH2:1]([O:3][C:4](=[O:15])[CH:5]=[CH:6][C:7]1[CH:12]=[CH:11][C:10]([C:13]#[N:14])=[CH:9][CH:8]=1)[CH3:2].C(N(CC)CC)C.C(O)=O. The catalyst is C(OCC)(=O)C.[Pd]. The product is [CH2:1]([O:3][C:4](=[O:15])[CH2:5][CH2:6][C:7]1[CH:8]=[CH:9][C:10]([C:13]#[N:14])=[CH:11][CH:12]=1)[CH3:2]. The yield is 0.990. (8) The reactants are N([C:10]([CH3:16])(C)[C:11]([O:13][CH3:14])=O)=N[C:10](C)([CH3:16])[C:11]([O:13][CH3:14])=O.[OH2:17].CO.C[C:21](=[O:24])[CH2:22]C. The catalyst is CCCCCC. The product is [C:21]([O:24][CH:10]([CH3:16])[CH2:11][O:13][CH3:14])(=[O:17])[CH3:22]. The yield is 0.600. (9) The reactants are [CH3:1][N:2]1[C:6]([C:7]2[CH:8]=[C:9]([C:12]([OH:14])=O)[S:10][CH:11]=2)=[CH:5][CH:4]=[N:3]1.[NH2:15][C@@H:16]([CH2:29][C:30]1[CH:35]=[CH:34][C:33]([Cl:36])=[C:32]([Cl:37])[CH:31]=1)[CH2:17][N:18]1[C:26](=[O:27])[C:25]2[C:20](=[CH:21][CH:22]=[CH:23][CH:24]=2)[C:19]1=[O:28].CC(OC(N[C@H](C(O)=O)CC1C=CC=CC=1C(F)(F)F)=O)(C)C.C1CN([P+](Br)(N2CCCC2)N2CCCC2)CC1.F[P-](F)(F)(F)(F)F.CCN(C(C)C)C(C)C. The catalyst is C(Cl)(Cl)Cl. The product is [Cl:37][C:32]1[CH:31]=[C:30]([CH2:29][C@H:16]([NH:15][C:12]([C:9]2[S:10][CH:11]=[C:7]([C:6]3[N:2]([CH3:1])[N:3]=[CH:4][CH:5]=3)[CH:8]=2)=[O:14])[CH2:17][N:18]2[C:26](=[O:27])[C:25]3[C:20](=[CH:21][CH:22]=[CH:23][CH:24]=3)[C:19]2=[O:28])[CH:35]=[CH:34][C:33]=1[Cl:36]. The yield is 0.300.